Dataset: Reaction yield outcomes from USPTO patents with 853,638 reactions. Task: Predict the reaction yield, written as a fraction of the theoretical maximum amount of product (1.0 means a 100% yield; for example, 0.34 means a 34% yield). (1) The reactants are [Al+3].[Cl-].[Cl-].[Cl-].[N+:5]([C:8]1[CH:9]=[C:10]([CH:14]=[CH:15][CH:16]=1)[C:11](Cl)=[O:12])([O-:7])=[O:6].[NH:17]1[C:25]2[C:20](=[CH:21][CH:22]=[CH:23][CH:24]=2)[CH2:19][C:18]1=[O:26]. The catalyst is CN(C=O)C. The product is [N+:5]([C:8]1[CH:9]=[C:10]([CH:14]=[CH:15][CH:16]=1)[C:11]([C:22]1[CH:21]=[C:20]2[C:25](=[CH:24][CH:23]=1)[NH:17][C:18](=[O:26])[CH2:19]2)=[O:12])([O-:7])=[O:6]. The yield is 1.00. (2) The reactants are [N:1]([CH2:4][C:5]1[C:13]2[S:12](=[O:15])(=[O:14])[N:11]=[C:10]([C:16]3[C:17](=[O:34])[N:18]([CH2:27][C:28]4[CH:33]=[CH:32][CH:31]=[CH:30][CH:29]=4)[C:19]4[C:24]([C:25]=3[OH:26])=[CH:23][CH:22]=[CH:21][CH:20]=4)[NH:9][C:8]=2[S:7][CH:6]=1)=[N+]=[N-].C1(P(C2C=CC=CC=2)C2C=CC=CC=2)C=CC=CC=1. The catalyst is N1C=CC=CC=1.[OH-].[NH4+]. The product is [NH2:1][CH2:4][C:5]1[C:13]2[S:12](=[O:15])(=[O:14])[N:11]=[C:10]([C:16]3[C:17](=[O:34])[N:18]([CH2:27][C:28]4[CH:33]=[CH:32][CH:31]=[CH:30][CH:29]=4)[C:19]4[C:24]([C:25]=3[OH:26])=[CH:23][CH:22]=[CH:21][CH:20]=4)[NH:9][C:8]=2[S:7][CH:6]=1. The yield is 0.780. (3) The reactants are CO[CH:3](OC)[CH2:4]C(OC)OC.C(O[C:17]([NH:19][NH:20][CH:21]1[CH2:25][CH2:24][CH2:23][CH2:22]1)=O)(C)(C)C.Cl. The catalyst is O. The product is [CH:21]1([N:20]2[CH:4]=[CH:3][CH:17]=[N:19]2)[CH2:22][CH2:23][CH2:24][CH2:25]1. The yield is 0.710. (4) The reactants are [NH2:1][C:2]1[CH:3]=[C:4]([OH:8])[CH:5]=[CH:6][CH:7]=1.C(=O)([O-])[O-].[Cs+].[Cs+].[CH2:15]([O:22][C:23]1[CH:32]=[C:31]2[C:26]([C:27](Cl)=[N:28][CH:29]=[N:30]2)=[CH:25][C:24]=1[O:34][CH3:35])[C:16]1[CH:21]=[CH:20][CH:19]=[CH:18][CH:17]=1. The catalyst is O1CCCC1. The product is [CH2:15]([O:22][C:23]1[CH:32]=[C:31]2[C:26]([C:27]([O:8][C:4]3[CH:3]=[C:2]([CH:7]=[CH:6][CH:5]=3)[NH2:1])=[N:28][CH:29]=[N:30]2)=[CH:25][C:24]=1[O:34][CH3:35])[C:16]1[CH:21]=[CH:20][CH:19]=[CH:18][CH:17]=1. The yield is 0.740.